This data is from Forward reaction prediction with 1.9M reactions from USPTO patents (1976-2016). The task is: Predict the product of the given reaction. Given the reactants [NH2:1][C:2]1[CH:7]=[C:6](OC)[CH:5]=[CH:4][C:3]=1[C:10]([C:12]1[CH:17]=[CH:16][CH:15]=[CH:14][C:13]=1[F:18])=[O:11].[F:19]C1C=C(N)C=CC=1.FC1C=CC=CC=1C#N, predict the reaction product. The product is: [NH2:1][C:2]1[CH:7]=[C:6]([F:19])[CH:5]=[CH:4][C:3]=1[C:10]([C:12]1[CH:17]=[CH:16][CH:15]=[CH:14][C:13]=1[F:18])=[O:11].